From a dataset of Forward reaction prediction with 1.9M reactions from USPTO patents (1976-2016). Predict the product of the given reaction. (1) Given the reactants [C:1](/[C:3](/[C:24]1[CH:29]=[CH:28][C:27]([O:30][CH3:31])=[C:26]([O:32][CH3:33])[CH:25]=1)=[CH:4]\[C:5]1[S:9][C:8]([N:10]2[CH2:15][CH2:14][CH:13]([O:16][C:17](=[O:23])[CH2:18][N:19]3[CH2:22][CH2:21][CH2:20]3)[CH2:12][CH2:11]2)=[CH:7][CH:6]=1)#[N:2].[CH3:34][S:35]([OH:38])(=[O:37])=[O:36], predict the reaction product. The product is: [CH3:34][S:35]([OH:38])(=[O:37])=[O:36].[C:1](/[C:3](/[C:24]1[CH:29]=[CH:28][C:27]([O:30][CH3:31])=[C:26]([O:32][CH3:33])[CH:25]=1)=[CH:4]\[C:5]1[S:9][C:8]([N:10]2[CH2:11][CH2:12][CH:13]([O:16][C:17](=[O:23])[CH2:18][N:19]3[CH2:22][CH2:21][CH2:20]3)[CH2:14][CH2:15]2)=[CH:7][CH:6]=1)#[N:2]. (2) The product is: [C:6]([N:8]1[CH2:12][CH2:11][CH2:10][C@H:9]1[CH2:13][O:14][C:15]1[CH:16]=[CH:17][C:18]([C:19]([OH:21])=[O:20])=[CH:22][CH:23]=1)([O:5][CH2:1][CH:4]1[C:43]2[C:44](=[CH:39][CH:40]=[CH:41][CH:42]=2)[C:45]2[C:50]1=[CH:49][CH:48]=[CH:47][CH:46]=2)=[O:7]. Given the reactants [C:1]([O:5][C:6]([N:8]1[CH2:12][CH2:11][CH2:10][C@H:9]1[CH2:13][O:14][C:15]1[CH:23]=[CH:22][C:18]([C:19]([OH:21])=[O:20])=[CH:17][CH:16]=1)=[O:7])([CH3:4])(C)C.C(Cl)Cl.C(O)(C(F)(F)F)=O.C(Cl)(OCC1[C:50]2[C:45](=[CH:46][CH:47]=[CH:48][CH:49]=2)[C:44]2[C:39]1=[CH:40][CH:41]=[CH:42][CH:43]=2)=O, predict the reaction product.